Dataset: Forward reaction prediction with 1.9M reactions from USPTO patents (1976-2016). Task: Predict the product of the given reaction. (1) Given the reactants [C:1]1([S:7][CH2:8][C:9](O)=O)[CH:6]=[CH:5][CH:4]=[CH:3][CH:2]=1.[N:12]1[C:16]2[CH:17]=[CH:18][C:19]([C:21]([NH:23][NH2:24])=O)=[CH:20][C:15]=2[NH:14][CH:13]=1.COC1C=CC(P2(SP(C3C=CC(OC)=CC=3)(=S)S2)=[S:34])=CC=1.O=P(Cl)(Cl)Cl, predict the reaction product. The product is: [C:1]1([S:7][CH2:8][C:9]2[S:34][C:21]([C:19]3[CH:18]=[CH:17][C:16]4[NH:12][CH:13]=[N:14][C:15]=4[CH:20]=3)=[N:23][N:24]=2)[CH:6]=[CH:5][CH:4]=[CH:3][CH:2]=1. (2) Given the reactants [Cl:1][C:2]1[CH:7]=[CH:6][CH:5]=[CH:4][C:3]=1[CH2:8][N:9]1[C:14](=[O:15])[CH:13]=[C:12]([OH:16])[N:11]=[C:10]1[C:17]1[CH:22]=[CH:21][CH:20]=[CH:19][CH:18]=1.[Cl-].C[Al+]C.CCCCCC.ClC1C=CC=CC=1[CH2:36][NH2:37].C(#N)C1C=CC=CC=1.C(OCC)(=O)[CH2:51][C:52]([O:54]CC)=[O:53].C[O-:62].[Na+], predict the reaction product. The product is: [Cl:1][C:2]1[CH:7]=[CH:6][CH:5]=[CH:4][C:3]=1[CH2:8][N:9]1[C:14](=[O:15])[C:13]([C:36]([NH:37][CH2:51][C:52]([OH:54])=[O:53])=[O:62])=[C:12]([OH:16])[N:11]=[C:10]1[C:17]1[CH:22]=[CH:21][CH:20]=[CH:19][CH:18]=1. (3) Given the reactants Cl[S:2]([C:5]1[C:9]2[C:10]([N:14]3[CH2:19][CH2:18][N:17]([C:20]([O:22][C:23]([CH3:26])([CH3:25])[CH3:24])=[O:21])[CH2:16][CH2:15]3)=[N:11][CH:12]=[CH:13][C:8]=2[S:7][CH:6]=1)(=[O:4])=[O:3].[CH2:27]([C:29]1[CH:30]=[C:31]([CH:33]=[CH:34][CH:35]=1)[NH2:32])[CH3:28], predict the reaction product. The product is: [C:23]([O:22][C:20]([N:17]1[CH2:18][CH2:19][N:14]([C:10]2[C:9]3[C:5]([S:2]([NH:32][C:31]4[CH:33]=[CH:34][CH:35]=[C:29]([CH2:27][CH3:28])[CH:30]=4)(=[O:4])=[O:3])=[CH:6][S:7][C:8]=3[CH:13]=[CH:12][N:11]=2)[CH2:15][CH2:16]1)=[O:21])([CH3:26])([CH3:25])[CH3:24]. (4) Given the reactants O=[C:2]1[NH:7][CH:6]=C(C(O)=O)[CH:4]=[CH:3]1.CN(C=O)C.[C:16](Cl)(=O)[C:17]([Cl:19])=[O:18].[Cl:22]CCl, predict the reaction product. The product is: [Cl:22][C:2]1[CH:3]=[CH:4][C:16]([C:17]([Cl:19])=[O:18])=[CH:6][N:7]=1. (5) The product is: [Si:14]([O:21][CH2:22][CH:23]([O:38][CH2:11][O:12][CH3:13])[CH2:24][N:25]1[C:30](=[O:31])[CH:29]=[N:28][C:27]2[CH:32]=[CH:33][C:34]([O:36][CH3:37])=[N:35][C:26]1=2)([C:17]([CH3:20])([CH3:19])[CH3:18])([CH3:15])[CH3:16]. Given the reactants C(N(CC)C(C)C)(C)C.Cl[CH2:11][O:12][CH3:13].[Si:14]([O:21][CH2:22][CH:23]([OH:38])[CH2:24][N:25]1[C:30](=[O:31])[CH:29]=[N:28][C:27]2[CH:32]=[CH:33][C:34]([O:36][CH3:37])=[N:35][C:26]1=2)([C:17]([CH3:20])([CH3:19])[CH3:18])([CH3:16])[CH3:15], predict the reaction product. (6) Given the reactants Cl[C:2]1[N:7]=[C:6]([NH:8][C:9]2[C:14]([F:15])=[CH:13][CH:12]=[CH:11][C:10]=2[N:16]([CH3:21])[CH2:17][CH2:18][C:19]#[N:20])[C:5]([Cl:22])=[CH:4][N:3]=1.[NH2:23][C:24]1[CH:37]=[CH:36][C:27]2[NH:28][C:29](=[O:35])[CH2:30][CH2:31][C:32]([CH3:34])([CH3:33])[C:26]=2[CH:25]=1, predict the reaction product. The product is: [Cl:22][C:5]1[C:6]([NH:8][C:9]2[C:14]([F:15])=[CH:13][CH:12]=[CH:11][C:10]=2[N:16]([CH3:21])[CH2:17][CH2:18][C:19]#[N:20])=[N:7][C:2]([NH:23][C:24]2[CH:37]=[CH:36][C:27]3[NH:28][C:29](=[O:35])[CH2:30][CH2:31][C:32]([CH3:33])([CH3:34])[C:26]=3[CH:25]=2)=[N:3][CH:4]=1. (7) Given the reactants [Cl:1][C:2]1[CH:3]=[CH:4][C:5]([O:15][CH2:16][C:17]2[C:22]([F:23])=[CH:21][CH:20]=[CH:19][C:18]=2[F:24])=[C:6]([C:8](=O)[CH2:9][CH2:10][C:11](=O)[CH3:12])[CH:7]=1.[NH2:25][C:26]1[CH:27]=[C:28]([C:32]([F:35])=[CH:33][CH:34]=1)[C:29]([OH:31])=[O:30].CC1C=CC(S(O)(=O)=O)=CC=1, predict the reaction product. The product is: [Cl:1][C:2]1[CH:3]=[CH:4][C:5]([O:15][CH2:16][C:17]2[C:22]([F:23])=[CH:21][CH:20]=[CH:19][C:18]=2[F:24])=[C:6]([C:8]2[N:25]([C:26]3[CH:27]=[C:28]([C:32]([F:35])=[CH:33][CH:34]=3)[C:29]([OH:31])=[O:30])[C:11]([CH3:12])=[CH:10][CH:9]=2)[CH:7]=1. (8) Given the reactants [C:1]([O:5][C:6]([NH:8][C:9]1([C:12]([OH:14])=[O:13])[CH2:11][CH2:10]1)=[O:7])([CH3:4])([CH3:3])[CH3:2].[H-].[Na+].[CH3:17]I.[NH4+].[Cl-], predict the reaction product. The product is: [C:1]([O:5][C:6]([N:8]([CH3:17])[C:9]1([C:12]([OH:14])=[O:13])[CH2:11][CH2:10]1)=[O:7])([CH3:4])([CH3:2])[CH3:3].